Dataset: Forward reaction prediction with 1.9M reactions from USPTO patents (1976-2016). Task: Predict the product of the given reaction. (1) Given the reactants [S:1]1[CH:5]=[C:4]([N:6]2[CH2:11][CH2:10][CH:9]([C:12]([OH:14])=O)[CH2:8][CH2:7]2)[C:3]2[CH:15]=[CH:16][CH:17]=[CH:18][C:2]1=2.BrC1C2C=CC=CC=2SC=1.[CH:29]1[C:42]2[C:33](=[N:34][C:35]3[C:40]([N:41]=2)=[CH:39][CH:38]=[CH:37][CH:36]=3)[CH:32]=[CH:31][C:30]=1[NH2:43], predict the reaction product. The product is: [CH:29]1[C:42]2[C:33](=[N:34][C:35]3[C:40]([N:41]=2)=[CH:39][CH:38]=[CH:37][CH:36]=3)[CH:32]=[CH:31][C:30]=1[NH:43][C:12]([CH:9]1[CH2:8][CH2:7][N:6]([C:4]2[C:3]3[CH:15]=[CH:16][CH:17]=[CH:18][C:2]=3[S:1][CH:5]=2)[CH2:11][CH2:10]1)=[O:14]. (2) Given the reactants [CH3:1][O:2][C:3]1[C:4](=[O:31])[C:5]([CH3:30])=[C:6]([CH2:12][C:13]2[CH:14]=[CH:15][C:16]([C:22]3[CH:27]=[CH:26][C:25]([O:28][CH3:29])=[CH:24][CH:23]=3)=[C:17]([CH:21]=2)[C:18](O)=[O:19])[C:7](=[O:11])[C:8]=1[O:9][CH3:10].[CH3:32][O:33][C:34]1[CH:39]=[CH:38][C:37]([NH2:40])=[CH:36][CH:35]=1.C(N(CC)CC)C.[Cl-].ClC1N(C)CC[NH+]1C, predict the reaction product. The product is: [CH3:1][O:2][C:3]1[C:4](=[O:31])[C:5]([CH3:30])=[C:6]([CH2:12][C:13]2[CH:14]=[CH:15][C:16]([C:22]3[CH:27]=[CH:26][C:25]([O:28][CH3:29])=[CH:24][CH:23]=3)=[C:17]([CH:21]=2)[C:18]([NH:40][C:37]2[CH:38]=[CH:39][C:34]([O:33][CH3:32])=[CH:35][CH:36]=2)=[O:19])[C:7](=[O:11])[C:8]=1[O:9][CH3:10]. (3) Given the reactants [CH:1]1([C:4]2[N:8]([CH3:9])[C:7]3[CH:10]=[C:11]([N:14]4[CH:19]=[CH:18][C:17]([OH:20])=[CH:16][C:15]4=[O:21])[CH:12]=[CH:13][C:6]=3[N:5]=2)[CH2:3][CH2:2]1.[S:22]1[CH:26]=[CH:25][C:24]([CH2:27]O)=[CH:23]1.C(P(CCCC)CCCC)CCC.N(C(N1CCCCC1)=O)=NC(N1CCCCC1)=O, predict the reaction product. The product is: [CH:1]1([C:4]2[N:8]([CH3:9])[C:7]3[CH:10]=[C:11]([N:14]4[CH:19]=[CH:18][C:17]([O:20][CH2:27][C:24]5[CH:25]=[CH:26][S:22][CH:23]=5)=[CH:16][C:15]4=[O:21])[CH:12]=[CH:13][C:6]=3[N:5]=2)[CH2:2][CH2:3]1. (4) Given the reactants [C:1]([C:5]1[O:6][C:7]2[C:13]([S:14](Cl)(=[O:16])=[O:15])=[C:12]([Cl:18])[CH:11]=[CH:10][C:8]=2[N:9]=1)([CH3:4])([CH3:3])[CH3:2].[CH3:19][O:20][CH2:21][CH2:22][N:23]1[CH2:28][CH2:27][NH:26][CH2:25][CH2:24]1, predict the reaction product. The product is: [C:1]([C:5]1[O:6][C:7]2[C:13]([S:14]([N:26]3[CH2:27][CH2:28][N:23]([CH2:22][CH2:21][O:20][CH3:19])[CH2:24][CH2:25]3)(=[O:16])=[O:15])=[C:12]([Cl:18])[CH:11]=[CH:10][C:8]=2[N:9]=1)([CH3:4])([CH3:3])[CH3:2]. (5) Given the reactants [CH2:1]([S:3]([N:6]1[CH2:11][CH2:10][CH:9]([C:12]2[C:20]3[C:15](=[C:16]([C:29]([NH2:31])=[O:30])[CH:17]=[C:18]([C:21]4[CH:26]=[CH:25][CH:24]=[C:23]([CH:27]=O)[CH:22]=4)[CH:19]=3)[NH:14][CH:13]=2)[CH2:8][CH2:7]1)(=[O:5])=[O:4])[CH3:2].[CH3:32][NH:33][CH2:34][CH3:35].[BH-](OC(C)=O)(OC(C)=O)OC(C)=O.[Na+], predict the reaction product. The product is: [CH2:34]([N:33]([CH2:27][C:23]1[CH:22]=[C:21]([C:18]2[CH:19]=[C:20]3[C:15](=[C:16]([C:29]([NH2:31])=[O:30])[CH:17]=2)[NH:14][CH:13]=[C:12]3[CH:9]2[CH2:8][CH2:7][N:6]([S:3]([CH2:1][CH3:2])(=[O:5])=[O:4])[CH2:11][CH2:10]2)[CH:26]=[CH:25][CH:24]=1)[CH3:32])[CH3:35].